From a dataset of NCI-60 drug combinations with 297,098 pairs across 59 cell lines. Regression. Given two drug SMILES strings and cell line genomic features, predict the synergy score measuring deviation from expected non-interaction effect. (1) Drug 1: CC1=C(C(=CC=C1)Cl)NC(=O)C2=CN=C(S2)NC3=CC(=NC(=N3)C)N4CCN(CC4)CCO. Drug 2: CS(=O)(=O)OCCCCOS(=O)(=O)C. Cell line: DU-145. Synergy scores: CSS=8.37, Synergy_ZIP=-3.38, Synergy_Bliss=-1.07, Synergy_Loewe=-13.1, Synergy_HSA=-3.27. (2) Drug 1: C1CC(C1)(C(=O)O)C(=O)O.[NH2-].[NH2-].[Pt+2]. Drug 2: C1C(C(OC1N2C=NC3=C2NC=NCC3O)CO)O. Cell line: HT29. Synergy scores: CSS=-1.83, Synergy_ZIP=2.34, Synergy_Bliss=-0.335, Synergy_Loewe=-1.27, Synergy_HSA=-4.59. (3) Drug 1: C1=CC(=CC=C1CCCC(=O)O)N(CCCl)CCCl. Drug 2: CC(C1=C(C=CC(=C1Cl)F)Cl)OC2=C(N=CC(=C2)C3=CN(N=C3)C4CCNCC4)N. Cell line: HCT-15. Synergy scores: CSS=17.4, Synergy_ZIP=0.0316, Synergy_Bliss=1.29, Synergy_Loewe=1.25, Synergy_HSA=1.46. (4) Drug 1: CCCCCOC(=O)NC1=NC(=O)N(C=C1F)C2C(C(C(O2)C)O)O. Drug 2: COC1=C2C(=CC3=C1OC=C3)C=CC(=O)O2. Cell line: NCI-H460. Synergy scores: CSS=-3.31, Synergy_ZIP=2.68, Synergy_Bliss=1.74, Synergy_Loewe=-3.45, Synergy_HSA=-2.56. (5) Drug 1: CN1CCC(CC1)COC2=C(C=C3C(=C2)N=CN=C3NC4=C(C=C(C=C4)Br)F)OC. Drug 2: CC1CCC2CC(C(=CC=CC=CC(CC(C(=O)C(C(C(=CC(C(=O)CC(OC(=O)C3CCCCN3C(=O)C(=O)C1(O2)O)C(C)CC4CCC(C(C4)OC)O)C)C)O)OC)C)C)C)OC. Cell line: CAKI-1. Synergy scores: CSS=58.0, Synergy_ZIP=-1.11, Synergy_Bliss=-0.358, Synergy_Loewe=4.70, Synergy_HSA=7.09. (6) Drug 1: CC1OCC2C(O1)C(C(C(O2)OC3C4COC(=O)C4C(C5=CC6=C(C=C35)OCO6)C7=CC(=C(C(=C7)OC)O)OC)O)O. Drug 2: CCC1=C2CN3C(=CC4=C(C3=O)COC(=O)C4(CC)O)C2=NC5=C1C=C(C=C5)O. Cell line: SN12C. Synergy scores: CSS=55.4, Synergy_ZIP=-8.88, Synergy_Bliss=-4.22, Synergy_Loewe=-12.7, Synergy_HSA=0.635.